Dataset: Buchwald-Hartwig C-N cross coupling reaction yields with 55,370 reactions. Task: Predict the reaction yield, written as a fraction of the theoretical maximum amount of product (1.0 means a 100% yield; for example, 0.34 means a 34% yield). (1) The reactants are Brc1cccnc1.Cc1ccc(N)cc1.O=S(=O)(O[Pd]1c2ccccc2-c2ccccc2N~1)C(F)(F)F.CC(C)c1cc(C(C)C)c(-c2ccccc2P(C(C)(C)C)C(C)(C)C)c(C(C)C)c1.CN(C)C(=NC(C)(C)C)N(C)C.Cc1ccno1. No catalyst specified. The product is Cc1ccc(Nc2cccnc2)cc1. The yield is 0.570. (2) The product is Cc1ccc(Nc2ccccn2)cc1. No catalyst specified. The yield is 0.847. The reactants are Ic1ccccn1.Cc1ccc(N)cc1.O=S(=O)(O[Pd]1c2ccccc2-c2ccccc2N~1)C(F)(F)F.COc1ccc(OC)c(P([C@]23C[C@H]4C[C@H](C[C@H](C4)C2)C3)[C@]23C[C@H]4C[C@H](C[C@H](C4)C2)C3)c1-c1c(C(C)C)cc(C(C)C)cc1C(C)C.CN1CCCN2CCCN=C12.Cc1cc(-n2cccc2)no1.